From a dataset of Full USPTO retrosynthesis dataset with 1.9M reactions from patents (1976-2016). Predict the reactants needed to synthesize the given product. (1) Given the product [C:17]([C:14]1[CH:15]=[CH:16][C:11]([C:9]2[N:10]=[C:6]3[CH:5]=[CH:4][CH:3]=[C:2]([N:21]4[CH2:26][CH2:25][NH:24][CH2:23][CH2:22]4)[N:7]3[CH:8]=2)=[CH:12][CH:13]=1)([CH3:20])([CH3:19])[CH3:18], predict the reactants needed to synthesize it. The reactants are: Br[C:2]1[N:7]2[CH:8]=[C:9]([C:11]3[CH:16]=[CH:15][C:14]([C:17]([CH3:20])([CH3:19])[CH3:18])=[CH:13][CH:12]=3)[N:10]=[C:6]2[CH:5]=[CH:4][CH:3]=1.[NH:21]1[CH2:26][CH2:25][NH:24][CH2:23][CH2:22]1. (2) Given the product [NH2:1][C:4]1[CH:9]=[CH:8][C:7]([C:10]2[C:14]([C:15]([NH2:17])=[O:16])=[C:13]([NH:18][C:19]([NH:21][CH2:22][CH2:23][CH2:24][N:25]3[CH2:29][CH2:28][CH2:27][CH2:26]3)=[O:20])[S:12][N:11]=2)=[CH:6][CH:5]=1, predict the reactants needed to synthesize it. The reactants are: [N+:1]([C:4]1[CH:9]=[CH:8][C:7]([C:10]2[C:14]([C:15]([NH2:17])=[O:16])=[C:13]([NH:18][C:19]([NH:21][CH2:22][CH2:23][CH2:24][N:25]3[CH2:29][CH2:28][CH2:27][CH2:26]3)=[O:20])[S:12][N:11]=2)=[CH:6][CH:5]=1)([O-])=O.